Dataset: Forward reaction prediction with 1.9M reactions from USPTO patents (1976-2016). Task: Predict the product of the given reaction. Given the reactants [Br:1][C:2]1[C:10]2[C:5](=[C:6]3[CH:13]=[CH:12][N:11]([CH2:14][O:15][CH2:16][CH2:17][Si:18]([CH3:21])([CH3:20])[CH3:19])[C:7]3=[N:8][CH:9]=2)[N:4]([C@@H:22]2[C@H:27]([CH3:28])[CH2:26][CH2:25][N:24](C(OC(C)(C)C)=O)[CH2:23]2)[CH:3]=1.Cl.O1CCOCC1, predict the reaction product. The product is: [Br:1][C:2]1[C:10]2[C:5](=[C:6]3[CH:13]=[CH:12][N:11]([CH2:14][O:15][CH2:16][CH2:17][Si:18]([CH3:21])([CH3:20])[CH3:19])[C:7]3=[N:8][CH:9]=2)[N:4]([C@@H:22]2[C@H:27]([CH3:28])[CH2:26][CH2:25][NH:24][CH2:23]2)[CH:3]=1.